Dataset: Drug-target binding data from BindingDB using IC50 measurements. Task: Regression. Given a target protein amino acid sequence and a drug SMILES string, predict the binding affinity score between them. We predict pIC50 (pIC50 = -log10(IC50 in M); higher means more potent). Dataset: bindingdb_ic50. (1) The compound is COc1cc(C(=O)NCCCN2CCCN(CCCNC(=O)c3cc(OC)c(OC)c(OC)c3)CC2)cc(OC)c1OC. The target protein (Q99808) has sequence MTTSHQPQDRYKAVWLIFFMLGLGTLLPWNFFMTATQYFTNRLDMSQNVSLVTAELSKDAQASAAPAAPLPERNSLSAIFNNVMTLCAMLPLLLFTYLNSFLHQRIPQSVRILGSLVAILLVFLITAILVKVQLDALPFFVITMIKIVLINSFGAILQGSLFGLAGLLPASYTAPIMSGQGLAGFFASVAMICAIASGSELSESAFGYFITACAVIILTIICYLGLPRLEFYRYYQQLKLEGPGEQETKLDLISKGEEPRAGKEESGVSVSNSQPTNESHSIKAILKNISVLAFSVCFIFTITIGMFPAVTVEVKSSIAGSSTWERYFIPVSCFLTFNIFDWLGRSLTAVFMWPGKDSRWLPSLVLARLVFVPLLLLCNIKPRRYLTVVFEHDAWFIFFMAAFAFSNGYLASLCMCFGPKKVKPAEAETAGAIMAFFLCLGLALGAVFSFLFRAIV. The pIC50 is 7.0. (2) The small molecule is CO[C@]1(c2cccc(O)c2)CCCC[C@@H]1CN(C)C. The target protein (P31645) has sequence METTPLNSQKQLSACEDGEDCQENGVLQKVVPTPGDKVESGQISNGYSAVPSPGAGDDTRHSIPATTTTLVAELHQGERETWGKKVDFLLSVIGYAVDLGNVWRFPYICYQNGGGAFLLPYTIMAIFGGIPLFYMELALGQYHRNGCISIWRKICPIFKGIGYAICIIAFYIASYYNTIMAWALYYLISSFTDQLPWTSCKNSWNTGNCTNYFSEDNITWTLHSTSPAEEFYTRHVLQIHRSKGLQDLGGISWQLALCIMLIFTVIYFSIWKGVKTSGKVVWVTATFPYIILSVLLVRGATLPGAWRGVLFYLKPNWQKLLETGVWIDAAAQIFFSLGPGFGVLLAFASYNKFNNNCYQDALVTSVVNCMTSFVSGFVIFTVLGYMAEMRNEDVSEVAKDAGPSLLFITYAEAIANMPASTFFAIIFFLMLITLGLDSTFAGLEGVITAVLDEFPHVWAKRRERFVLAVVITCFFGSLVTLTFGGAYVVKLLEEYATGPA.... The pIC50 is 5.0. (3) The drug is CC[C@@H](NC(=O)c1ccc2cnc(NC3CCOCC3)cc2c1)c1ccc(Cl)c(F)c1. The target protein sequence is GAGPEMVRGQVFDVGPRYTNLSYIGEGAYGMVCSAYDNVNKVRVAIKKISPFEHQTYCQRTLREIKILLRFRHENIIGINDIIRAPTIEQMKDVYIVQDLMETDLYKLLKTQHLSNDHICYFLYQILRGLKYIHSANVLHRDLKPSNLLLNTTCDLKICDFGLARVADPDHDHTGFLTEYVATRWYRAPEIMLNSKGYTKSIDIWSVGCILAEMLSNRPIFPGKHYLDQLNHILGILGSPSQEDLNCIINLKARNYLLSLPHKNKVPWNRLFPNADSKALDLLDKMLTFNPHKRIEVEQALAHPYLEQYYDPSDEPIAEAPFKFDMELDDLPKEKLKELIFEETARFQPGYRS. The pIC50 is 8.6. (4) The compound is C#CCN(Cc1ccc2nc(N)[nH]c(=O)c2c1)c1ccc(C(=O)N[C@@H](CCC(=O)O)C(=O)O)cc1. The target protein sequence is MSLLLNREHTNGQVTNASYAKVIETVLKSGVQADDRTGTGTLSTCYVPSYYMLTGGTVPLISGKAVNLKPLLVELEWYLKGTGNIQFLKDNGVKIWDAWADENGDLGPVYGKQWRRWEDTRIVSHSEYLSKIATFRERGYKVEGYLGISEDRVVLSREIDQLQRIVDTLRTNPTDRRIMLNAWNVGELEDMKLPPCHFVFSLWSRELDFETRLTMATDIGLQHSRLGYESIYTKMLYDLEMDGSVTEAELDELGIPKRILNSCLVQRSVDTFVGMPFNIAGYGILTHFLAKITGHMAGAFVHFGFDVHLYNNHMEGVCELMKRQAPEHSDPVVIFPHEWSELDDFKWDEVLILGYDPLPWIKVPVAV. The pIC50 is 7.3. (5) The target protein (P0DJD9) has sequence MKWLLLLGLVALSECIMYKVPLIRKKSLRRTLSERGLLKDFLKKHNLNPARKYFPQWEAPTLVDEQPLENYLDMEYFGTIGIGTPAQDFTVVFDTGSSNLWVPSVYCSSLACTNHNRFNPEDSSTYQSTSETVSITYGTGSMTGILGYDTVQVGGISDTNQIFGLSETEPGSFLYYAPFDGILGLAYPSISSSGATPVFDNIWNQGLVSQDLFSVYLSADDKSGSVVIFGGIDSSYYTGSLNWVPVTVEGYWQITVDSITMNGETIACAEGCQAIVDTGTSLLTGPTSPIANIQSDIGASENSDGDMVVSCSAISSLPDIVFTINGVQYPVPPSAYILQSEGSCISGFQGMNVPTESGELWILGDVFIRQYFTVFDRANNQVGLAPVA. The pIC50 is 3.7. The compound is CC(C)C[C@H](O)[C@H](O)[C@H](CC1CCCCC1)NC(=O)[C@H](Cc1csc(N)n1)NC(=O)[C@H](Cc1ccccc1)NS(=O)(=O)N1CCOCC1. (6) The drug is O=C(CN1CCCN(Cc2nc3ccccc3[nH]2)CC1)Nc1ccc(C(F)(F)F)cc1. The target protein (O43497) has sequence MDEEEDGAGAEESGQPRSFMRLNDLSGAGGRPGPGSAEKDPGSADSEAEGLPYPALAPVVFFYLSQDSRPRSWCLRTVCNPWFERISMLVILLNCVTLGMFRPCEDIACDSQRCRILQAFDDFIFAFFAVEMVVKMVALGIFGKKCYLGDTWNRLDFFIVIAGMLEYSLDLQNVSFSAVRTVRVLRPLRAINRVPSMRILVTLLLDTLPMLGNVLLLCFFVFFIFGIVGVQLWAGLLRNRCFLPENFSLPLSVDLERYYQTENEDESPFICSQPRENGMRSCRSVPTLRGDGGGGPPCGLDYEAYNSSSNTTCVNWNQYYTNCSAGEHNPFKGAINFDNIGYAWIAIFQVITLEGWVDIMYFVMDAHSFYNFIYFILLIIVGSFFMINLCLVVIATQFSETKQRESQLMREQRVRFLSNASTLASFSEPGSCYEELLKYLVYILRKAARRLAQVSRAAGVRVGLLSSPAPLGGQETQPSSSCSRSHRRLSVHHLVHHHHH.... The pIC50 is 5.9.